This data is from Full USPTO retrosynthesis dataset with 1.9M reactions from patents (1976-2016). The task is: Predict the reactants needed to synthesize the given product. (1) Given the product [Si:55]([O:39][C:37]1([CH2:36][O:35][C@H:32]2[CH2:31][CH2:30][C@H:29]([N:3]3[C:2](=[O:1])[C:7]([CH2:8][C:9]4[CH:14]=[CH:13][C:12]([C:15]5[C:16]([C:21]#[N:22])=[CH:17][CH:18]=[CH:19][CH:20]=5)=[CH:11][CH:10]=4)=[C:6]([CH2:23][CH2:24][CH3:25])[N:5]4[N:26]=[CH:27][N:28]=[C:4]34)[CH2:34][CH2:33]2)[CH2:40][CH2:38]1)([C:58]([CH3:61])([CH3:60])[CH3:59])([CH3:57])[CH3:56], predict the reactants needed to synthesize it. The reactants are: [O:1]=[C:2]1[C:7]([CH2:8][C:9]2[CH:14]=[CH:13][C:12]([C:15]3[C:16]([C:21]#[N:22])=[CH:17][CH:18]=[CH:19][CH:20]=3)=[CH:11][CH:10]=2)=[C:6]([CH2:23][CH2:24][CH3:25])[N:5]2[N:26]=[CH:27][N:28]=[C:4]2[N:3]1[C@H:29]1[CH2:34][CH2:33][C@H:32]([O:35][CH2:36][C:37](=[O:39])[CH3:38])[CH2:31][CH2:30]1.[CH:40](N(CC)C(C)C)(C)C.FC(F)(F)S(O[Si:55]([C:58]([CH3:61])([CH3:60])[CH3:59])([CH3:57])[CH3:56])(=O)=O.C(=O)([O-])O.[Na+].C([Zn]CC)C.ClCI.[Cl-].[NH4+]. (2) Given the product [CH3:1][O:2][C:3](=[O:34])[C@H:4]([NH:23][C:24]([O:26][CH2:27][C:28]1[CH:33]=[CH:32][CH:31]=[CH:30][CH:29]=1)=[O:25])[CH2:5][C:6]1[CH:11]=[C:10]([CH3:12])[C:9]([NH:13][C:14]([O:16][C:17]([CH3:20])([CH3:19])[CH3:18])=[O:15])=[CH:8][C:7]=1[CH2:21][Cl:46], predict the reactants needed to synthesize it. The reactants are: [CH3:1][O:2][C:3](=[O:34])[C@H:4]([NH:23][C:24]([O:26][CH2:27][C:28]1[CH:33]=[CH:32][CH:31]=[CH:30][CH:29]=1)=[O:25])[CH2:5][C:6]1[CH:11]=[C:10]([CH3:12])[C:9]([NH:13][C:14]([O:16][C:17]([CH3:20])([CH3:19])[CH3:18])=[O:15])=[CH:8][C:7]=1[CH2:21]O.C(N(CC)CC)C.CS([Cl:46])(=O)=O.